Dataset: Full USPTO retrosynthesis dataset with 1.9M reactions from patents (1976-2016). Task: Predict the reactants needed to synthesize the given product. (1) Given the product [N:1]1[CH:6]=[CH:5][CH:4]=[CH:3][C:2]=1[N:7]1[C:11]([C:12]([F:14])([F:15])[F:13])=[C:10]([C:16]([OH:18])=[O:17])[CH:9]=[N:8]1, predict the reactants needed to synthesize it. The reactants are: [N:1]1[CH:6]=[CH:5][CH:4]=[CH:3][C:2]=1[N:7]1[C:11]([C:12]([F:15])([F:14])[F:13])=[C:10]([C:16]([O:18]CC)=[O:17])[CH:9]=[N:8]1.[OH-].[Na+]. (2) The reactants are: [Cl:1][C:2]1[N:7]=[C:6]([C:8]([O:10][CH3:11])=[O:9])[CH:5]=[C:4](Cl)[N:3]=1.CCN(C(C)C)C(C)C.[C:22]([O:26][C:27](=[O:36])[NH:28][CH2:29][CH:30]1[CH2:35][CH2:34][NH:33][CH2:32][CH2:31]1)([CH3:25])([CH3:24])[CH3:23]. Given the product [C:22]([O:26][C:27]([NH:28][CH2:29][CH:30]1[CH2:31][CH2:32][N:33]([C:4]2[N:3]=[C:2]([Cl:1])[N:7]=[C:6]([C:8]([O:10][CH3:11])=[O:9])[CH:5]=2)[CH2:34][CH2:35]1)=[O:36])([CH3:25])([CH3:23])[CH3:24], predict the reactants needed to synthesize it. (3) Given the product [CH3:8][O:9][C:10]([C:11]1[C:21]([C:22]2[C:27]([Cl:28])=[CH:26][CH:25]=[CH:24][C:23]=2[Cl:29])=[N:20][O:13][C:12]=1[CH:14]1[CH2:16][CH2:15]1)=[O:17], predict the reactants needed to synthesize it. The reactants are: C(N(CC)CC)C.[CH3:8][O:9][C:10](=[O:17])[CH2:11][C:12]([CH:14]1[CH2:16][CH2:15]1)=[O:13].ClO[N:20]=[CH:21][C:22]1[C:27]([Cl:28])=[CH:26][CH:25]=[CH:24][C:23]=1[Cl:29]. (4) Given the product [Cl:1][C:2]1[CH:3]=[C:4]([C:10]([OH:12])=[O:11])[CH:5]=[N:6][C:7]=1[NH:8][NH:9][C:28]([NH:27][CH:20]([C:17]1[CH:16]=[CH:15][C:14]([Cl:13])=[CH:19][CH:18]=1)[C:21]1[CH:22]=[CH:23][CH:24]=[CH:25][CH:26]=1)=[S:29], predict the reactants needed to synthesize it. The reactants are: [Cl:1][C:2]1[CH:3]=[C:4]([C:10]([OH:12])=[O:11])[CH:5]=[N:6][C:7]=1[NH:8][NH2:9].[Cl:13][C:14]1[CH:19]=[CH:18][C:17]([CH:20]([N:27]=[C:28]=[S:29])[C:21]2[CH:26]=[CH:25][CH:24]=[CH:23][CH:22]=2)=[CH:16][CH:15]=1. (5) Given the product [C:1]12([C:11]3[CH:12]=[C:13]([C:38]4[CH:47]=[CH:46][CH:45]=[C:44]5[C:39]=4[CH:40]=[CH:41][CH:42]=[C:43]5[CH:48]=[O:49])[CH:14]=[CH:15][C:16]=3[O:17][CH3:18])[CH2:2][CH:3]3[CH2:4][CH:5]([CH2:6][CH:7]([CH2:9]3)[CH2:8]1)[CH2:10]2, predict the reactants needed to synthesize it. The reactants are: [C:1]12([C:11]3[CH:12]=[C:13](C4C=C5C(=CC=4)C=C(N4C(=O)C(=C)SC4=O)C=C5)[CH:14]=[CH:15][C:16]=3[O:17][CH3:18])[CH2:10][CH:5]3[CH2:6][CH:7]([CH2:9][CH:3]([CH2:4]3)[CH2:2]1)[CH2:8]2.Br[C:38]1[CH:47]=[CH:46][CH:45]=[C:44]2[C:39]=1[CH:40]=[CH:41][CH:42]=[C:43]2[CH:48]=[O:49]. (6) Given the product [NH2:19][C:20]1[CH:25]=[CH:24][C:23]([N:26]2[CH2:27][CH:28]3[O:65][CH:30]([CH2:48][N:49]([C:60](=[O:62])[CH3:61])[CH2:50]3)[CH2:31]2)=[CH:22][C:21]=1[O:36][CH3:37], predict the reactants needed to synthesize it. The reactants are: N1CCCN2CCCCCC=12.ClC1C(C2N3C=CC=CC3=NC=2)=NC([NH:19][C:20]2[CH:25]=[CH:24][C:23]([N:26]3[CH2:31][CH2:30]N(C(=O)CC)[CH2:28][CH2:27]3)=[CH:22][C:21]=2[O:36][CH3:37])=NC=1.O=[C:48]1N(C(=O)C)C2C=CC=C[C:50]=2[N:49]1[C:60](=[O:62])[CH3:61].C(OCC)(=[O:65])C. (7) Given the product [OH:22]/[C:20](=[C:15](/[CH3:16])\[C:14](=[O:17])[CH2:13][CH:12]([CH3:18])[CH3:11])/[C:19]([O:26][CH2:27][CH3:28])=[O:25], predict the reactants needed to synthesize it. The reactants are: C[Si]([N-][Si](C)(C)C)(C)C.[Li+].[CH3:11][CH:12]([CH3:18])[CH2:13][C:14](=[O:17])[CH2:15][CH3:16].[C:19]([O:26][CH2:27][CH3:28])(=[O:25])[C:20]([O:22]CC)=O.Cl. (8) Given the product [N:30]1([CH2:36][CH2:37][NH:38][C:2]2[N:11]=[CH:10][C:9]([C:12]3[CH:17]=[CH:16][C:15]([N+:18]([O-:20])=[O:19])=[CH:14][CH:13]=3)=[CH:8][C:3]=2[C:4]([O:6][CH3:7])=[O:5])[CH2:35][CH2:34][O:33][CH2:32][CH2:31]1, predict the reactants needed to synthesize it. The reactants are: Cl[C:2]1[N:11]=[CH:10][C:9]([C:12]2[CH:17]=[CH:16][C:15]([N+:18]([O-:20])=[O:19])=[CH:14][CH:13]=2)=[CH:8][C:3]=1[C:4]([O:6][CH3:7])=[O:5].C(N(C(C)C)CC)(C)C.[N:30]1([CH2:36][CH2:37][NH2:38])[CH2:35][CH2:34][O:33][CH2:32][CH2:31]1. (9) Given the product [Br:42][C:23]1[N:4]=[C:5]([NH:7][C:8]([NH:10][C:11]2[N:15]([C:16]3[CH:21]=[CH:20][CH:19]=[CH:18][CH:17]=3)[N:14]=[C:13]([CH3:22])[CH:12]=2)=[O:9])[CH:6]=[CH:2][CH:24]=1, predict the reactants needed to synthesize it. The reactants are: C[C:2]1[CH:6]=[C:5]([NH:7][C:8]([NH:10][C:11]2[N:15]([C:16]3[CH:21]=[CH:20][CH:19]=[CH:18][CH:17]=3)[N:14]=[C:13]([CH3:22])[CH:12]=2)=[O:9])[N:4]([C:23]2C=CC=C[CH:24]=2)N=1.CC1C=C(N)N(C2C=CC=CC=2)N=1.[Br:42]C1N=C(N)C=CC=1. (10) The reactants are: [CH2:1]([N:8]1[C:13](=[O:14])[C:12]([CH3:15])=[C:11]([SH:16])[NH:10][C:9]1=[O:17])[C:2]1[CH:7]=[CH:6][CH:5]=[CH:4][CH:3]=1.[C:18]1([C:24]2[CH:31]=[CH:30][C:27]([CH2:28]Br)=[CH:26][CH:25]=2)[CH:23]=[CH:22][CH:21]=[CH:20][CH:19]=1. Given the product [CH2:1]([N:8]1[C:13](=[O:14])[C:12]([CH3:15])=[C:11]([S:16][CH2:28][C:27]2[CH:30]=[CH:31][C:24]([C:18]3[CH:19]=[CH:20][CH:21]=[CH:22][CH:23]=3)=[CH:25][CH:26]=2)[NH:10][C:9]1=[O:17])[C:2]1[CH:7]=[CH:6][CH:5]=[CH:4][CH:3]=1, predict the reactants needed to synthesize it.